This data is from Forward reaction prediction with 1.9M reactions from USPTO patents (1976-2016). The task is: Predict the product of the given reaction. (1) Given the reactants [C:1]1([N:7]2[C:11](=[O:12])[CH2:10][C:9](=[O:13])[NH:8]2)[CH:6]=[CH:5][CH:4]=[CH:3][CH:2]=1.S(=O)(=O)(O)O.[CH2:19](O)[CH3:20], predict the reaction product. The product is: [CH2:19]([O:13][C:9]1[CH:10]=[C:11]([OH:12])[N:7]([C:1]2[CH:2]=[CH:3][CH:4]=[CH:5][CH:6]=2)[N:8]=1)[CH3:20]. (2) Given the reactants C([O:4][C:5]1(O)[C:14](=[O:15])[C:13]2[C:12](=[O:16])[N:11]([CH2:17][C:18]3[CH:23]=[CH:22][C:21]([F:24])=[CH:20][CH:19]=3)[CH2:10][CH2:9][C:8]=2[N:7]([CH3:25])[CH2:6]1)C=C.[C:27]1(C)[CH:32]=CC=C[CH:28]=1, predict the reaction product. The product is: [CH2:32]([C:6]1[N:7]([CH3:25])[C:8]2[CH2:9][CH2:10][N:11]([CH2:17][C:18]3[CH:23]=[CH:22][C:21]([F:24])=[CH:20][CH:19]=3)[C:12](=[O:16])[C:13]=2[C:14](=[O:15])[C:5]=1[OH:4])[CH:27]=[CH2:28]. (3) Given the reactants [C:1]([O:5][C:6](=[O:15])[NH:7][C:8]1[C:9](Br)=[N:10][CH:11]=[CH:12][CH:13]=1)([CH3:4])([CH3:3])[CH3:2].C(OC(=O)[NH:25][C@H:26]1[CH2:30][CH2:29][N:28]([CH2:31][C:32]#[CH:33])[C:27]1=[O:34])C1C=CC=CC=1, predict the reaction product. The product is: [C:1]([O:5][C:6]([N:7]1[C:8]2[C:9](=[N:10][CH:11]=[CH:12][CH:13]=2)[CH:33]=[C:32]1[CH2:31][N:28]1[CH2:29][CH2:30][C@H:26]([NH2:25])[C:27]1=[O:34])=[O:15])([CH3:4])([CH3:3])[CH3:2]. (4) Given the reactants [Br:1][C:2]1[C:3]([C:8]2([OH:15])[CH2:13][CH2:12][C:11](=O)[CH2:10][CH2:9]2)=[N:4][N:5]([CH3:7])[CH:6]=1.[NH:16]1[CH2:19][CH:18]([NH:20][C:21]([CH2:23][NH:24][C:25](=[O:36])[C:26]2[CH:31]=[CH:30][CH:29]=[C:28]([C:32]([F:35])([F:34])[F:33])[CH:27]=2)=[O:22])[CH2:17]1, predict the reaction product. The product is: [Br:1][C:2]1[C:3]([C:8]2([OH:15])[CH2:13][CH2:12][CH:11]([N:16]3[CH2:19][CH:18]([NH:20][C:21]([CH2:23][NH:24][C:25](=[O:36])[C:26]4[CH:31]=[CH:30][CH:29]=[C:28]([C:32]([F:35])([F:33])[F:34])[CH:27]=4)=[O:22])[CH2:17]3)[CH2:10][CH2:9]2)=[N:4][N:5]([CH3:7])[CH:6]=1. (5) Given the reactants [NH2:1][C:2]1[C:7]([N+:8]([O-:10])=[O:9])=[C:6]([N:11]2[CH2:16][CH2:15][N:14]([CH2:17][C:18]([NH:20][C:21]3SC=CN=3)=[O:19])[CH2:13][CH2:12]2)[C:5]([Cl:26])=[CH:4][N:3]=1.NC1C([N+]([O-])=O)=C(Cl)C(Cl)=CN=1.CN([C:50]1[CH:55]=[CH:54][CH:53]=[CH:52][CH:51]=1)C(=O)CN1CCNCC1, predict the reaction product. The product is: [NH2:1][C:2]1[C:7]([N+:8]([O-:10])=[O:9])=[C:6]([N:11]2[CH2:16][CH2:15][N:14]([CH2:17][C:18]([N:20]([CH3:21])[C:50]3[CH:55]=[CH:54][CH:53]=[CH:52][CH:51]=3)=[O:19])[CH2:13][CH2:12]2)[C:5]([Cl:26])=[CH:4][N:3]=1. (6) Given the reactants Br[C:2]1[CH:3]=[C:4]([NH:10][C:11]2[CH:16]=[CH:15][C:14]([N:17]3[CH2:22][CH2:21][NH:20][CH2:19][CH2:18]3)=[CH:13][N:12]=2)[C:5](=[O:9])[N:6]([CH3:8])[CH:7]=1.[C:23]([O:26][CH2:27][C:28]1[C:29]([N:43]2[CH2:55][CH2:54][N:46]3[C:47]4[CH2:48][CH2:49][CH2:50][CH2:51][C:52]=4[CH:53]=[C:45]3[C:44]2=[O:56])=[N:30][CH:31]=[CH:32][C:33]=1B1OC(C)(C)C(C)(C)O1)(=[O:25])[CH3:24].[O-]P([O-])([O-])=O.[K+].[K+].[K+], predict the reaction product. The product is: [C:23]([O:26][CH2:27][C:28]1[C:29]([N:43]2[CH2:55][CH2:54][N:46]3[C:47]4[CH2:48][CH2:49][CH2:50][CH2:51][C:52]=4[CH:53]=[C:45]3[C:44]2=[O:56])=[N:30][CH:31]=[CH:32][C:33]=1[C:2]1[CH:3]=[C:4]([NH:10][C:11]2[CH:16]=[CH:15][C:14]([N:17]3[CH2:22][CH2:21][NH:20][CH2:19][CH2:18]3)=[CH:13][N:12]=2)[C:5](=[O:9])[N:6]([CH3:8])[CH:7]=1)(=[O:25])[CH3:24]. (7) Given the reactants [O:1]1[CH2:5][CH2:4][O:3][CH:2]1[CH2:6][CH2:7][CH2:8][CH2:9][O:10][C:11]1[CH:12]=[C:13]([C:17]([OH:29])([C:21]2[CH:26]=[CH:25][C:24]([O:27][CH3:28])=[CH:23][CH:22]=2)[C:18]([OH:20])=[O:19])[CH:14]=[CH:15][CH:16]=1.C(N1C=CN=C1)(N1C=CN=C1)=O.[N:42]12[CH2:49][CH2:48][CH:45]([CH2:46][CH2:47]1)[CH2:44][C@H:43]2O, predict the reaction product. The product is: [O:1]1[CH2:5][CH2:4][O:3][CH:2]1[CH2:6][CH2:7][CH2:8][CH2:9][O:10][C:11]1[CH:12]=[C:13]([C:17]([OH:29])([C:21]2[CH:22]=[CH:23][C:24]([O:27][CH3:28])=[CH:25][CH:26]=2)[C:18]([O:20][C@@H:44]2[CH:45]3[CH2:48][CH2:49][N:42]([CH2:47][CH2:46]3)[CH2:43]2)=[O:19])[CH:14]=[CH:15][CH:16]=1. (8) Given the reactants [CH2:1]([NH:3][C:4]([C:6]1[N:10]2[C:11](=[O:27])[CH:12]=[C:13]([CH2:15][C:16]3[CH:21]=[CH:20][CH:19]=[C:18]([C:22]([F:25])([F:24])[F:23])[C:17]=3[F:26])[N:14]=[C:9]2[S:8][C:7]=1[CH3:28])=[O:5])[CH3:2].[CH2:29]([Li])CCC.IC, predict the reaction product. The product is: [CH2:1]([NH:3][C:4]([C:6]1[N:10]2[C:11](=[O:27])[CH:12]=[C:13]([CH:15]([C:16]3[CH:21]=[CH:20][CH:19]=[C:18]([C:22]([F:24])([F:23])[F:25])[C:17]=3[F:26])[CH3:29])[N:14]=[C:9]2[S:8][C:7]=1[CH3:28])=[O:5])[CH3:2]. (9) Given the reactants [CH:1]1([Mg]Br)[CH2:3][CH2:2]1.ClC1C=C2C(=CC=1)C(=O)CC2.[Cl:17][C:18]1[CH:26]=[C:25]2[C:21]([CH2:22][CH2:23][C:24]2=[O:27])=[CH:20][CH:19]=1, predict the reaction product. The product is: [Cl:17][C:18]1[CH:26]=[C:25]2[C:21]([CH2:22][CH2:23][C:24]2([CH:1]2[CH2:3][CH2:2]2)[OH:27])=[CH:20][CH:19]=1.